From a dataset of Peptide-MHC class I binding affinity with 185,985 pairs from IEDB/IMGT. Regression. Given a peptide amino acid sequence and an MHC pseudo amino acid sequence, predict their binding affinity value. This is MHC class I binding data. (1) The peptide sequence is NPIINTHSF. The MHC is Patr-B1301 with pseudo-sequence Patr-B1301. The binding affinity (normalized) is 0.799. (2) The peptide sequence is STNTLPTEY. The MHC is HLA-B18:01 with pseudo-sequence HLA-B18:01. The binding affinity (normalized) is 0.0847. (3) The peptide sequence is REILFHNTM. The MHC is HLA-B40:01 with pseudo-sequence HLA-B40:01. The binding affinity (normalized) is 0.837. (4) The peptide sequence is AGPKLIAAL. The MHC is H-2-Dd with pseudo-sequence H-2-Dd. The binding affinity (normalized) is 0.760. (5) The peptide sequence is FLLSLGIHL. The MHC is Patr-B0101 with pseudo-sequence Patr-B0101. The binding affinity (normalized) is 0.160.